This data is from Catalyst prediction with 721,799 reactions and 888 catalyst types from USPTO. The task is: Predict which catalyst facilitates the given reaction. (1) Reactant: Cl.[NH2:2][C:3]1[N:8]=[CH:7][N:6]=[C:5]2[N:9]([CH:30]3[CH2:34][CH2:33][N:32](C(OC(C)(C)C)=O)[CH2:31]3)[N:10]=[C:11]([C:12]3[CH:17]=[CH:16][C:15]([NH:18][C:19]4[O:20][C:21]5[C:27]([CH3:28])=[CH:26][C:25]([CH3:29])=[CH:24][C:22]=5[N:23]=4)=[CH:14][CH:13]=3)[C:4]=12. Product: [NH2:2][C:3]1[N:8]=[CH:7][N:6]=[C:5]2[N:9]([CH:30]3[CH2:34][CH2:33][NH:32][CH2:31]3)[N:10]=[C:11]([C:12]3[CH:13]=[CH:14][C:15]([NH:18][C:19]4[O:20][C:21]5[C:27]([CH3:28])=[CH:26][C:25]([CH3:29])=[CH:24][C:22]=5[N:23]=4)=[CH:16][CH:17]=3)[C:4]=12. The catalyst class is: 21. (2) Product: [CH2:31]([N:18]1[C:19](=[O:30])[C:20]2[NH:21][C:13]([C:11]3[CH:12]=[N:8][NH:9][CH:10]=3)=[N:14][C:15]=2[N:16]=[CH:17]1)[CH2:32][CH3:33]. Reactant: C([N:8]1[CH:12]=[C:11]([C:13]2[N:21](COCC[Si](C)(C)C)[C:20]3[C:19](=[O:30])[N:18]([CH2:31][CH2:32][CH3:33])[C:17](Cl)=[N:16][C:15]=3[N:14]=2)[CH:10]=[N:9]1)C1C=CC=CC=1.C1CCCCC=1. The catalyst class is: 8. (3) Reactant: [F:1][C:2]1([F:19])[CH2:7][CH2:6][CH:5]([NH:8][C:9]2[N:18]=[CH:17][CH:16]=[CH:15][C:10]=2[C:11]([O:13]C)=[O:12])[CH2:4][CH2:3]1.[OH-].[K+]. Product: [F:19][C:2]1([F:1])[CH2:3][CH2:4][CH:5]([NH:8][C:9]2[N:18]=[CH:17][CH:16]=[CH:15][C:10]=2[C:11]([OH:13])=[O:12])[CH2:6][CH2:7]1. The catalyst class is: 72. (4) Reactant: [Cl:1][C:2]1[CH:3]=[CH:4][CH:5]=[C:6]2[C:11]=1[N:10]=[C:9]([C:12]1[CH:17]=[CH:16][CH:15]=[CH:14][C:13]=1[Cl:18])[C:8]([CH2:19]Cl)=[CH:7]2.[N-:21]=[N+]=[N-].[Na+].CP(C)C. Product: [Cl:1][C:2]1[CH:3]=[CH:4][CH:5]=[C:6]2[C:11]=1[N:10]=[C:9]([C:12]1[CH:17]=[CH:16][CH:15]=[CH:14][C:13]=1[Cl:18])[C:8]([CH2:19][NH2:21])=[CH:7]2. The catalyst class is: 827. (5) Reactant: [Cl:1][C:2]1[C:7]([NH2:8])=[CH:6][C:5]([B:9]2[O:13]C(C)(C)C(C)(C)[O:10]2)=[CH:4][N:3]=1.[CH:18]1([S:21](Cl)(=[O:23])=[O:22])[CH2:20][CH2:19]1. Product: [Cl:1][C:2]1[N:3]=[CH:4][C:5]([B:9]([OH:10])[OH:13])=[CH:6][C:7]=1[NH:8][S:21]([CH:18]1[CH2:20][CH2:19]1)(=[O:23])=[O:22]. The catalyst class is: 17.